From a dataset of Reaction yield outcomes from USPTO patents with 853,638 reactions. Predict the reaction yield, written as a fraction of the theoretical maximum amount of product (1.0 means a 100% yield; for example, 0.34 means a 34% yield). (1) The reactants are [CH3:1][C:2]1[C:6]2[C:7](=[O:18])[N:8]([CH2:11][CH2:12][N:13]3[CH2:17][CH2:16][CH2:15][CH2:14]3)[CH2:9][CH2:10][C:5]=2[NH:4][C:3]=1[CH:19]=O.[F:21][C:22]1[CH:23]=[C:24]2[C:28](=[CH:29][CH:30]=1)[NH:27][C:26](=[O:31])[CH2:25]2.N1CCCCC1. The catalyst is C(O)C. The product is [F:21][C:22]1[CH:23]=[C:24]2[C:28](=[CH:29][CH:30]=1)[NH:27][C:26](=[O:31])[C:25]2=[CH:19][C:3]1[NH:4][C:5]2[CH2:10][CH2:9][N:8]([CH2:11][CH2:12][N:13]3[CH2:14][CH2:15][CH2:16][CH2:17]3)[C:7](=[O:18])[C:6]=2[C:2]=1[CH3:1]. The yield is 0.0740. (2) The reactants are Cl.[NH2:2][CH:3]1[CH2:9][CH2:8][CH2:7][CH2:6][NH:5][C:4]1=[O:10].C([O-])([O-])=O.[K+].[K+].O.[C:18](Cl)(=[O:25])[C:19]1[CH:24]=[CH:23][CH:22]=[CH:21][CH:20]=1. The catalyst is C(Cl)Cl. The product is [C:18]([NH:2][CH:3]1[CH2:9][CH2:8][CH2:7][CH2:6][NH:5][C:4]1=[O:10])(=[O:25])[C:19]1[CH:24]=[CH:23][CH:22]=[CH:21][CH:20]=1. The yield is 0.680.